Dataset: Forward reaction prediction with 1.9M reactions from USPTO patents (1976-2016). Task: Predict the product of the given reaction. (1) Given the reactants [C:1]([OH:6])(=[O:5])[C@H:2]([CH3:4])[OH:3].[CH2:7]([O:9][CH2:10][CH2:11][O:12][CH2:13][CH2:14][O:15][CH2:16][CH2:17][OH:18])[CH3:8].P(OC1C=CC=CC=1)(OC1C=CC=CC=1)OC1C=CC=CC=1, predict the reaction product. The product is: [C:1]([OH:6])(=[O:5])[CH:2]([CH3:4])[OH:3].[CH2:7]([O:9][CH2:10][CH2:11][O:12][CH2:13][CH2:14][O:15][CH2:16][CH2:17][OH:18])[CH3:8]. (2) Given the reactants C([O:3][C:4](=[O:14])[C:5]([CH3:13])([CH:7]1[CH2:12][CH2:11][O:10][CH2:9][CH2:8]1)[CH3:6])C.[OH-].[K+], predict the reaction product. The product is: [CH3:13][C:5]([CH:7]1[CH2:8][CH2:9][O:10][CH2:11][CH2:12]1)([CH3:6])[C:4]([OH:14])=[O:3].